From a dataset of Merck oncology drug combination screen with 23,052 pairs across 39 cell lines. Regression. Given two drug SMILES strings and cell line genomic features, predict the synergy score measuring deviation from expected non-interaction effect. (1) Cell line: ZR751. Drug 1: N#Cc1ccc(Cn2cncc2CN2CCN(c3cccc(Cl)c3)C(=O)C2)cc1. Synergy scores: synergy=-19.6. Drug 2: CC(C)CC(NC(=O)C(Cc1ccccc1)NC(=O)c1cnccn1)B(O)O. (2) Drug 1: COC12C(COC(N)=O)C3=C(C(=O)C(C)=C(N)C3=O)N1CC1NC12. Drug 2: COC1CC2CCC(C)C(O)(O2)C(=O)C(=O)N2CCCCC2C(=O)OC(C(C)CC2CCC(OP(C)(C)=O)C(OC)C2)CC(=O)C(C)C=C(C)C(O)C(OC)C(=O)C(C)CC(C)C=CC=CC=C1C. Cell line: ZR751. Synergy scores: synergy=22.2. (3) Drug 1: Nc1ccn(C2OC(CO)C(O)C2(F)F)c(=O)n1. Drug 2: CS(=O)(=O)CCNCc1ccc(-c2ccc3ncnc(Nc4ccc(OCc5cccc(F)c5)c(Cl)c4)c3c2)o1. Cell line: PA1. Synergy scores: synergy=3.64.